From a dataset of Forward reaction prediction with 1.9M reactions from USPTO patents (1976-2016). Predict the product of the given reaction. (1) Given the reactants N1[C:5](=O)[C:4]2([C:15]3C(=CC=CC=3)OC[CH2:7]2)NC1=O.[O:17]=[C:18]1[NH:31][C:21]2([C:30]3[C:25](=[CH:26][CH:27]=[CH:28][CH:29]=3)C[CH2:23][CH2:22]2)[C:20](=[O:32])[N:19]1[CH2:33][C:34]([OH:36])=[O:35].C([O-])([O-])=[O:38].[K+].[K+], predict the reaction product. The product is: [O:17]=[C:18]1[NH:31][C:21]2([C:30]3[C:25](=[CH:26][CH:27]=[CH:28][CH:29]=3)[O:38][CH2:23][CH2:22]2)[C:20](=[O:32])[N:19]1[CH2:33][C:34]([O:36][C:4]([CH3:15])([CH3:7])[CH3:5])=[O:35]. (2) The product is: [Br:1][C:2]1[CH:3]=[C:4]2[N:10]([C:14]3[C:23]4[C:18](=[CH:19][C:20]([F:24])=[CH:21][CH:22]=4)[N:17]=[C:16]([C:25]4[CH:30]=[CH:29][CH:28]=[CH:27][N:26]=4)[C:15]=3[CH:31]([CH3:33])[CH3:32])[CH2:9][C:8]([CH3:12])([CH3:11])[C:5]2=[N:6][CH:7]=1. Given the reactants [Br:1][C:2]1[CH:3]=[C:4]2[NH:10][CH2:9][C:8]([CH3:12])([CH3:11])[C:5]2=[N:6][CH:7]=1.Cl[C:14]1[C:23]2[C:18](=[CH:19][C:20]([F:24])=[CH:21][CH:22]=2)[N:17]=[C:16]([C:25]2[CH:30]=[CH:29][CH:28]=[CH:27][N:26]=2)[C:15]=1[CH:31]([CH3:33])[CH3:32].Cl.O1CCOCC1, predict the reaction product.